Dataset: Catalyst prediction with 721,799 reactions and 888 catalyst types from USPTO. Task: Predict which catalyst facilitates the given reaction. (1) Reactant: [Br:1][C:2]1[C:3]([OH:16])=[CH:4][C:5]2[C:6]([CH3:15])([CH3:14])[CH2:7][CH2:8][C:9]([CH3:13])([CH3:12])[C:10]=2[CH:11]=1.[CH3:17]N(C=O)C.[H-].[Na+].IC. Product: [Br:1][C:2]1[C:3]([O:16][CH3:17])=[CH:4][C:5]2[C:6]([CH3:15])([CH3:14])[CH2:7][CH2:8][C:9]([CH3:12])([CH3:13])[C:10]=2[CH:11]=1. The catalyst class is: 6. (2) Reactant: [SH:1][C:2]1[C:11]([C:12]#[N:13])=[C:10]([C:14]2[S:15][CH:16]=[CH:17][CH:18]=2)[C:9]2[CH2:8][CH2:7][CH2:6][CH2:5][C:4]=2[N:3]=1.C([O-])([O-])=O.[K+].[K+].Br[CH:26]([C:31]1[CH:36]=[CH:35][CH:34]=[CH:33][CH:32]=1)[C:27]([O:29][CH3:30])=[O:28]. Product: [C:12]([C:11]1[C:2]([S:1][CH:26]([C:31]2[CH:36]=[CH:35][CH:34]=[CH:33][CH:32]=2)[C:27]([O:29][CH3:30])=[O:28])=[N:3][C:4]2[CH2:5][CH2:6][CH2:7][CH2:8][C:9]=2[C:10]=1[C:14]1[S:15][CH:16]=[CH:17][CH:18]=1)#[N:13]. The catalyst class is: 21. (3) Reactant: [Br:1]N1C(=O)CCC1=O.[CH3:9][O:10][CH2:11][CH2:12][CH2:13][O:14][C:15]1[C:20]2[CH2:21][CH2:22][O:23][C:19]=2[CH:18]=[C:17]([CH2:24][OH:25])[CH:16]=1. Product: [Br:1][C:16]1[C:17]([CH2:24][OH:25])=[CH:18][C:19]2[O:23][CH2:22][CH2:21][C:20]=2[C:15]=1[O:14][CH2:13][CH2:12][CH2:11][O:10][CH3:9].[Br:1][C:18]1[C:19]2[O:23][CH2:22][CH2:21][C:20]=2[C:15]([O:14][CH2:13][CH2:12][CH2:11][O:10][CH3:9])=[CH:16][C:17]=1[CH2:24][OH:25]. The catalyst class is: 4. (4) Reactant: ON1C2C=CC=CC=2N=N1.CC[N+](CCCN(C)C)=C=N.[C:22]1([C:28]2([C:33]([OH:35])=O)[CH2:32][CH2:31][CH2:30][CH2:29]2)[CH:27]=[CH:26][CH:25]=[CH:24][CH:23]=1.[CH2:36]([N:43]1[CH2:47][C@H:46]2[CH:48]([NH2:51])[CH2:49][CH2:50][C@H:45]2[CH2:44]1)[C:37]1[CH:42]=[CH:41][CH:40]=[CH:39][CH:38]=1. Product: [CH2:36]([N:43]1[CH2:47][C@H:46]2[C@H:48]([NH:51][C:33]([C:28]3([C:22]4[CH:23]=[CH:24][CH:25]=[CH:26][CH:27]=4)[CH2:29][CH2:30][CH2:31][CH2:32]3)=[O:35])[CH2:49][CH2:50][C@H:45]2[CH2:44]1)[C:37]1[CH:38]=[CH:39][CH:40]=[CH:41][CH:42]=1. The catalyst class is: 4. (5) Reactant: [CH3:1][O:2][C:3](=[O:31])[CH:4]=[CH:5][C:6]1[CH:15]=[C:14]2[C:9]([C:10]([C:16]3[C:20]([C:21]4[CH:26]=[CH:25][CH:24]=[C:23]([CH3:27])[N:22]=4)=[N:19][N:18]4[CH2:28][CH2:29][CH2:30][C:17]=34)=[CH:11][CH:12]=[N:13]2)=[CH:8][CH:7]=1.[H][H]. Product: [CH3:1][O:2][C:3](=[O:31])[CH2:4][CH2:5][C:6]1[CH:15]=[C:14]2[C:9]([C:10]([C:16]3[C:20]([C:21]4[CH:26]=[CH:25][CH:24]=[C:23]([CH3:27])[N:22]=4)=[N:19][N:18]4[CH2:28][CH2:29][CH2:30][C:17]=34)=[CH:11][CH:12]=[N:13]2)=[CH:8][CH:7]=1. The catalyst class is: 19.